From a dataset of Full USPTO retrosynthesis dataset with 1.9M reactions from patents (1976-2016). Predict the reactants needed to synthesize the given product. (1) Given the product [F:1][C:2]1[CH:3]=[C:4]([C:15]2[O:19][N:18]=[C:17]([C:20]3[S:24][C:23]([CH2:25][N:53]4[CH2:56][CH:55]([C:57]([O:59][CH3:60])=[O:58])[CH2:54]4)=[CH:22][C:21]=3[CH3:27])[N:16]=2)[CH:5]=[CH:6][C:7]=1[O:8][C:9]1[CH:10]=[CH:11][CH:12]=[CH:13][CH:14]=1, predict the reactants needed to synthesize it. The reactants are: [F:1][C:2]1[CH:3]=[C:4]([C:15]2[O:19][N:18]=[C:17]([C:20]3[S:24][C:23]([CH2:25]O)=[CH:22][C:21]=3[CH3:27])[N:16]=2)[CH:5]=[CH:6][C:7]=1[O:8][C:9]1[CH:14]=[CH:13][CH:12]=[CH:11][CH:10]=1.C(Br)(Br)(Br)Br.C1(P(C2C=CC=CC=2)C2C=CC=CC=2)C=CC=CC=1.Cl.[NH:53]1[CH2:56][CH:55]([C:57]([O:59][CH3:60])=[O:58])[CH2:54]1.C(N(CC)C(C)C)(C)C. (2) Given the product [CH2:15]([C:8]1[CH:9]=[CH:10][CH:11]=[C:12]([CH2:13][CH3:14])[C:7]=1[B:19]([OH:20])[OH:18])[CH3:16], predict the reactants needed to synthesize it. The reactants are: C([Li])CCC.Br[C:7]1[C:12]([CH2:13][CH3:14])=[CH:11][CH:10]=[CH:9][C:8]=1[CH2:15][CH3:16].C[O:18][B:19](OC)[O:20]C.Cl.